From a dataset of Full USPTO retrosynthesis dataset with 1.9M reactions from patents (1976-2016). Predict the reactants needed to synthesize the given product. (1) Given the product [CH:23]12[CH2:15][CH:20]([CH:19]=[CH:24]1)[CH2:21][CH:22]2[C:8]([OH:12])=[O:9].[CH2:2]=[CH2:3], predict the reactants needed to synthesize it. The reactants are: O[C:2]1C=C2C(C=C[C:8](=[O:12])[O:9]2)=C[C:3]=1OC.[CH2:15](Cl)CCl.[CH:19]1[CH:20]=[CH:21][C:22]2N(O)N=N[C:23]=2[CH:24]=1.C(N(CC)CC)C. (2) Given the product [C:14]([O:18][C:19]([N:21]1[CH2:26][CH2:25][CH:24]([C:27](=[O:28])[C:7]2[CH:8]=[CH:9][C:4]([O:3][CH2:1][CH3:2])=[C:5]([F:13])[CH:6]=2)[CH2:23][CH2:22]1)=[O:20])([CH3:17])([CH3:16])[CH3:15], predict the reactants needed to synthesize it. The reactants are: [CH2:1]([O:3][C:4]1[CH:9]=[CH:8][C:7](B(O)O)=[CH:6][C:5]=1[F:13])[CH3:2].[C:14]([O:18][C:19]([N:21]1[CH2:26][CH2:25][CH:24]([C:27](SC2C=CC=CC=2)=[O:28])[CH2:23][CH2:22]1)=[O:20])([CH3:17])([CH3:16])[CH3:15].